Dataset: Experimentally validated miRNA-target interactions with 360,000+ pairs, plus equal number of negative samples. Task: Binary Classification. Given a miRNA mature sequence and a target amino acid sequence, predict their likelihood of interaction. The protein sequence of the target gene is MDELLLDLFHKLTSGRQLAAGNGLCGISHKEQEVWKPGHNILVKMRKEDKSLVWLIHSTLARYTQVTNFLGTSRSSVTRCKPGANCPSSHSGISRQLSPLSVTEDSSAPILELQNQGSSGVCGHRVERQNRSADDGTQTHSENSSQENRIKARCLSCTSMVLKGIWGLLIILSVSSSWVGTTQIVKITYKNFYCPFFMTWFSTNWNIMFFPVYYSGHLATAQEKQSPMKKFRECSRIFGEDGLTLKLFLKRTAPFSILWTLTNYLYLLALKKLTATDVSALFCCNKAFVFLLSWIVLKDR.... The miRNA is hsa-miR-770-5p with sequence UCCAGUACCACGUGUCAGGGCCA. Result: 0 (no interaction).